From a dataset of Reaction yield outcomes from USPTO patents with 853,638 reactions. Predict the reaction yield, written as a fraction of the theoretical maximum amount of product (1.0 means a 100% yield; for example, 0.34 means a 34% yield). (1) The reactants are [S:1](Cl)([C:4]1[CH:10]=[CH:9][C:7]([CH3:8])=[CH:6][CH:5]=1)(=[O:3])=[O:2].[C:12]([O:16][C:17](=[O:22])[NH:18][CH2:19][CH2:20][OH:21])([CH3:15])([CH3:14])[CH3:13].CCN(CC)CC. The catalyst is C(Cl)Cl. The product is [C:12]([O:16][C:17]([NH:18][CH2:19][CH2:20][O:21][S:1]([C:4]1[CH:10]=[CH:9][C:7]([CH3:8])=[CH:6][CH:5]=1)(=[O:3])=[O:2])=[O:22])([CH3:15])([CH3:13])[CH3:14]. The yield is 0.790. (2) The product is [F:1][C:2]1[CH:10]=[CH:9][CH:8]=[C:7]([F:11])[C:3]=1[C:4]([NH:29][C:26]1[CH:25]=[CH:24][C:23]([C:15]2[C:14]([C:13]([F:31])([F:30])[F:12])=[CH:22][C:18]3=[N:19][S:20][N:21]=[C:17]3[CH:16]=2)=[CH:28][N:27]=1)=[O:5]. The reactants are [F:1][C:2]1[CH:10]=[CH:9][CH:8]=[C:7]([F:11])[C:3]=1[C:4](Cl)=[O:5].[F:12][C:13]([F:31])([F:30])[C:14]1[C:15]([C:23]2[CH:24]=[CH:25][C:26]([NH2:29])=[N:27][CH:28]=2)=[CH:16][C:17]2[C:18]([CH:22]=1)=[N:19][S:20][N:21]=2.CCN(C(C)C)C(C)C. The yield is 0.760. The catalyst is CN(C1C=CN=CC=1)C.ClCCl.O1CCCC1.CO.[OH-].[Li+].